This data is from Forward reaction prediction with 1.9M reactions from USPTO patents (1976-2016). The task is: Predict the product of the given reaction. The product is: [C:1]1([NH:7][C:8]([C:10]2[C:18]3[C:17]4[CH:19]=[C:20]([NH:23][C:26](=[O:28])[CH3:27])[CH:21]=[CH:22][C:16]=4[O:15][C:14]=3[C:13]([O:24][CH3:25])=[CH:12][CH:11]=2)=[O:9])[CH:6]=[CH:5][CH:4]=[CH:3][CH:2]=1. Given the reactants [C:1]1([NH:7][C:8]([C:10]2[C:18]3[C:17]4[CH:19]=[C:20]([NH2:23])[CH:21]=[CH:22][C:16]=4[O:15][C:14]=3[C:13]([O:24][CH3:25])=[CH:12][CH:11]=2)=[O:9])[CH:6]=[CH:5][CH:4]=[CH:3][CH:2]=1.[C:26](Cl)(=[O:28])[CH3:27].N1C=CC=CC=1, predict the reaction product.